This data is from Full USPTO retrosynthesis dataset with 1.9M reactions from patents (1976-2016). The task is: Predict the reactants needed to synthesize the given product. (1) Given the product [F:20][C:5]1[C:6]([C:8]2[N:12]([CH:13]3[CH2:18][CH2:17][O:16][CH2:15][CH2:14]3)[C:11]([CH3:19])=[N:10][CH:9]=2)=[N:7][C:2]([NH:21][CH:22]2[CH2:23][CH2:24][N:25]([C:28]([O:30][C:31]([CH3:34])([CH3:33])[CH3:32])=[O:29])[CH2:26][CH2:27]2)=[N:3][CH:4]=1, predict the reactants needed to synthesize it. The reactants are: Br[C:2]1[N:7]=[C:6]([C:8]2[N:12]([CH:13]3[CH2:18][CH2:17][O:16][CH2:15][CH2:14]3)[C:11]([CH3:19])=[N:10][CH:9]=2)[C:5]([F:20])=[CH:4][N:3]=1.[NH2:21][CH:22]1[CH2:27][CH2:26][N:25]([C:28]([O:30][C:31]([CH3:34])([CH3:33])[CH3:32])=[O:29])[CH2:24][CH2:23]1. (2) Given the product [CH3:42][O:41][N:40]([CH3:39])[C:23]([C:11]1[C:10]2[C:15](=[C:16]([C:17]3[CH:22]=[CH:21][CH:20]=[CH:19][CH:18]=3)[N:8]([CH2:1][C:2]3[CH:3]=[CH:4][CH:5]=[CH:6][CH:7]=3)[N:9]=2)[CH:14]=[CH:13][CH:12]=1)=[O:24], predict the reactants needed to synthesize it. The reactants are: [CH2:1]([N:8]1[C:16]([C:17]2[CH:22]=[CH:21][CH:20]=[CH:19][CH:18]=2)=[C:15]2[C:10]([C:11]([C:23](O)=[O:24])=[CH:12][CH:13]=[CH:14]2)=[N:9]1)[C:2]1[CH:7]=[CH:6][CH:5]=[CH:4][CH:3]=1.Cl.CN(C)CCCN=C=NCC.Cl.[CH3:39][NH:40][O:41][CH3:42].